From a dataset of Aqueous solubility values for 9,982 compounds from the AqSolDB database. Regression/Classification. Given a drug SMILES string, predict its absorption, distribution, metabolism, or excretion properties. Task type varies by dataset: regression for continuous measurements (e.g., permeability, clearance, half-life) or binary classification for categorical outcomes (e.g., BBB penetration, CYP inhibition). For this dataset (solubility_aqsoldb), we predict Y. (1) The drug is CCCCCCCC/C=C/CCCCCCCC(=O)OCCC(C)C. The Y is -8.07 log mol/L. (2) The Y is -0.879 log mol/L. The compound is C[C@H](N)[C@@H](O)c1ccccc1.